This data is from Full USPTO retrosynthesis dataset with 1.9M reactions from patents (1976-2016). The task is: Predict the reactants needed to synthesize the given product. (1) Given the product [F:22][CH:11]1[C:6](=[O:5])[CH2:7][CH2:8][N:9]([C:12]([O:14][C:15]([CH3:18])([CH3:17])[CH3:16])=[O:13])[CH2:10]1, predict the reactants needed to synthesize it. The reactants are: N#N.C[Si](C)(C)[O:5][C:6]1[CH2:11][CH2:10][N:9]([C:12]([O:14][C:15]([CH3:18])([CH3:17])[CH3:16])=[O:13])[CH2:8][CH:7]=1.[B-](F)(F)(F)[F:22].[B-](F)(F)(F)F.C1[N+]2(CCl)CC[N+](F)(CC2)C1.CC(=O)OCC. (2) Given the product [CH:2]([C:10]1[CH:9]=[CH:8][CH:7]=[C:6]([C:11]([F:14])([F:13])[F:12])[C:5]=1[C:4]([O:3][CH3:16])=[O:15])=[O:1], predict the reactants needed to synthesize it. The reactants are: [OH:1][CH:2]1[C:10]2[C:5](=[C:6]([C:11]([F:14])([F:13])[F:12])[CH:7]=[CH:8][CH:9]=2)[C:4](=[O:15])[O:3]1.[C:16](=O)([O-])[O-].[K+].[K+].IC.Cl.